From a dataset of Reaction yield outcomes from USPTO patents with 853,638 reactions. Predict the reaction yield, written as a fraction of the theoretical maximum amount of product (1.0 means a 100% yield; for example, 0.34 means a 34% yield). The reactants are C(ON=O)(C)(C)C.N[C:9]1[CH:14]=[CH:13][C:12]([NH:15][C:16](=[O:31])[C:17]([F:30])([F:29])[C:18]2[C:27]3[C:22](=[CH:23][CH:24]=[CH:25][CH:26]=3)[C:21]([F:28])=[CH:20][CH:19]=2)=[C:11]([F:32])[C:10]=1[CH2:33][CH2:34][OH:35].[ClH:36]. The product is [Cl:36][C:9]1[CH:14]=[CH:13][C:12]([NH:15][C:16](=[O:31])[C:17]([F:30])([F:29])[C:18]2[C:27]3[C:22](=[CH:23][CH:24]=[CH:25][CH:26]=3)[C:21]([F:28])=[CH:20][CH:19]=2)=[C:11]([F:32])[C:10]=1[CH2:33][CH2:34][OH:35]. The yield is 0.560. The catalyst is C(#N)C.[Cu](Cl)Cl.